This data is from NCI-60 drug combinations with 297,098 pairs across 59 cell lines. The task is: Regression. Given two drug SMILES strings and cell line genomic features, predict the synergy score measuring deviation from expected non-interaction effect. (1) Drug 1: CCN(CC)CCCC(C)NC1=C2C=C(C=CC2=NC3=C1C=CC(=C3)Cl)OC. Drug 2: CC1C(C(CC(O1)OC2CC(CC3=C2C(=C4C(=C3O)C(=O)C5=CC=CC=C5C4=O)O)(C(=O)C)O)N)O. Cell line: M14. Synergy scores: CSS=34.1, Synergy_ZIP=-4.33, Synergy_Bliss=-8.02, Synergy_Loewe=-19.9, Synergy_HSA=-7.68. (2) Drug 1: CC12CCC(CC1=CCC3C2CCC4(C3CC=C4C5=CN=CC=C5)C)O. Drug 2: C1C(C(OC1N2C=C(C(=O)NC2=O)F)CO)O. Cell line: NCI-H322M. Synergy scores: CSS=19.9, Synergy_ZIP=7.25, Synergy_Bliss=11.9, Synergy_Loewe=1.92, Synergy_HSA=8.33. (3) Drug 1: C1CC(C1)(C(=O)O)C(=O)O.[NH2-].[NH2-].[Pt+2]. Drug 2: CCN(CC)CCNC(=O)C1=C(NC(=C1C)C=C2C3=C(C=CC(=C3)F)NC2=O)C. Cell line: PC-3. Synergy scores: CSS=9.95, Synergy_ZIP=2.49, Synergy_Bliss=5.08, Synergy_Loewe=-1.79, Synergy_HSA=1.30. (4) Drug 1: C#CCC(CC1=CN=C2C(=N1)C(=NC(=N2)N)N)C3=CC=C(C=C3)C(=O)NC(CCC(=O)O)C(=O)O. Drug 2: CC(C)CN1C=NC2=C1C3=CC=CC=C3N=C2N. Cell line: SW-620. Synergy scores: CSS=1.64, Synergy_ZIP=-0.468, Synergy_Bliss=-0.485, Synergy_Loewe=1.63, Synergy_HSA=-2.05. (5) Drug 1: C1CN1C2=NC(=NC(=N2)N3CC3)N4CC4. Drug 2: CNC(=O)C1=NC=CC(=C1)OC2=CC=C(C=C2)NC(=O)NC3=CC(=C(C=C3)Cl)C(F)(F)F. Cell line: NCI-H322M. Synergy scores: CSS=-14.4, Synergy_ZIP=-35.6, Synergy_Bliss=-77.1, Synergy_Loewe=-81.9, Synergy_HSA=-81.8. (6) Drug 1: C1=CN(C=N1)CC(O)(P(=O)(O)O)P(=O)(O)O. Drug 2: CCN(CC)CCCC(C)NC1=C2C=C(C=CC2=NC3=C1C=CC(=C3)Cl)OC. Cell line: HL-60(TB). Synergy scores: CSS=29.3, Synergy_ZIP=-4.09, Synergy_Bliss=-1.20, Synergy_Loewe=-10.9, Synergy_HSA=-5.83. (7) Drug 2: CC1=C(C=C(C=C1)C(=O)NC2=CC(=CC(=C2)C(F)(F)F)N3C=C(N=C3)C)NC4=NC=CC(=N4)C5=CN=CC=C5. Drug 1: C1=CC(=CC=C1CCC2=CNC3=C2C(=O)NC(=N3)N)C(=O)NC(CCC(=O)O)C(=O)O. Synergy scores: CSS=47.0, Synergy_ZIP=6.02, Synergy_Bliss=5.16, Synergy_Loewe=-15.3, Synergy_HSA=1.91. Cell line: RPMI-8226. (8) Drug 1: CCCCC(=O)OCC(=O)C1(CC(C2=C(C1)C(=C3C(=C2O)C(=O)C4=C(C3=O)C=CC=C4OC)O)OC5CC(C(C(O5)C)O)NC(=O)C(F)(F)F)O. Drug 2: CC1=C(C(=O)C2=C(C1=O)N3CC4C(C3(C2COC(=O)N)OC)N4)N. Cell line: T-47D. Synergy scores: CSS=50.4, Synergy_ZIP=-2.85, Synergy_Bliss=-2.34, Synergy_Loewe=-4.91, Synergy_HSA=0.642. (9) Synergy scores: CSS=19.8, Synergy_ZIP=0.738, Synergy_Bliss=-2.69, Synergy_Loewe=-47.3, Synergy_HSA=-7.56. Drug 2: B(C(CC(C)C)NC(=O)C(CC1=CC=CC=C1)NC(=O)C2=NC=CN=C2)(O)O. Drug 1: CCN(CC)CCNC(=O)C1=C(NC(=C1C)C=C2C3=C(C=CC(=C3)F)NC2=O)C. Cell line: SN12C. (10) Drug 1: C1=CN(C=N1)CC(O)(P(=O)(O)O)P(=O)(O)O. Drug 2: CC1C(C(CC(O1)OC2CC(OC(C2O)C)OC3=CC4=CC5=C(C(=O)C(C(C5)C(C(=O)C(C(C)O)O)OC)OC6CC(C(C(O6)C)O)OC7CC(C(C(O7)C)O)OC8CC(C(C(O8)C)O)(C)O)C(=C4C(=C3C)O)O)O)O. Cell line: MDA-MB-231. Synergy scores: CSS=32.2, Synergy_ZIP=1.01, Synergy_Bliss=2.07, Synergy_Loewe=0.224, Synergy_HSA=-0.0499.